This data is from Reaction yield outcomes from USPTO patents with 853,638 reactions. The task is: Predict the reaction yield, written as a fraction of the theoretical maximum amount of product (1.0 means a 100% yield; for example, 0.34 means a 34% yield). (1) The reactants are C1(P(C2C=CC=CC=2)C2C=CC=CC=2)C=CC=CC=1.[CH3:20][O:21][C:22](=[O:35])[C@H:23]([CH2:32][CH2:33]O)[NH:24][C:25]([O:27][C:28]([CH3:31])([CH3:30])[CH3:29])=[O:26].C(Br)(Br)(Br)[Br:37]. The catalyst is C(Cl)Cl. The product is [CH3:20][O:21][C:22](=[O:35])[CH:23]([NH:24][C:25]([O:27][C:28]([CH3:31])([CH3:30])[CH3:29])=[O:26])[CH2:32][CH2:33][Br:37]. The yield is 0.200. (2) The yield is 0.700. The reactants are [Br:1][C:2]1[CH:3]=[C:4]([CH:7]=[C:8]([N+:11]([O-])=O)[C:9]=1[OH:10])[C:5]#[N:6]. The product is [NH2:11][C:8]1[CH:7]=[C:4]([CH:3]=[C:2]([Br:1])[C:9]=1[OH:10])[C:5]#[N:6]. The catalyst is C(O)(=O)C.[Fe].